Dataset: Reaction yield outcomes from USPTO patents with 853,638 reactions. Task: Predict the reaction yield, written as a fraction of the theoretical maximum amount of product (1.0 means a 100% yield; for example, 0.34 means a 34% yield). (1) The reactants are C([P:3]([C:6]1[CH:11]=[CH:10][CH:9]=[CH:8][CH:7]=1)(=[O:5])[O-:4])C.C(N([CH2:17][CH3:18])CC)C.[C:19]([OH:23])(=[O:22])[CH:20]=[O:21].[C:24]1(C)C=CC=C[CH:25]=1. The product is [CH2:24]([O:22][C:19](=[O:23])[CH:20]([P:3]([O:5][CH2:17][CH3:18])([C:6]1[CH:7]=[CH:8][CH:9]=[CH:10][CH:11]=1)=[O:4])[OH:21])[CH3:25]. The yield is 0.480. No catalyst specified. (2) The reactants are [C:1]([Si:5](Cl)([CH3:7])[CH3:6])([CH3:4])([CH3:3])[CH3:2].CCN(CC)CC.[CH2:16]1[O:18][C@H:17]1[CH2:19][OH:20]. The catalyst is C(Cl)Cl.CCOCC. The product is [C:1]([Si:5]([CH3:7])([CH3:6])[O:20][CH2:19][C@H:17]1[CH2:16][O:18]1)([CH3:4])([CH3:3])[CH3:2]. The yield is 0.790. (3) The reactants are [OH-].[Na+].[NH:3]1[CH2:8][CH2:7][CH2:6][CH2:5][C:4]1=[O:9].[C:10]([O:14][CH3:15])(=[O:13])[CH:11]=[CH2:12]. The catalyst is C1COCC1. The product is [O:9]=[C:4]1[CH2:5][CH2:6][CH2:7][CH2:8][N:3]1[CH2:12][CH2:11][C:10]([O:14][CH3:15])=[O:13]. The yield is 0.620. (4) The reactants are [CH3:1][C:2]1[N:7]=[C:6]([OH:8])[C:5]([CH:9]2[CH2:18][CH2:17][C:12]3([O:16][CH2:15][CH2:14][O:13]3)[CH2:11][CH2:10]2)=[CH:4][N:3]=1.C1(P(C2C=CC=CC=2)C2C=CC=CC=2)C=CC=CC=1.[CH3:38][C:39]1[CH:40]=[CH:41][C:42]([C@H:45]2[CH2:47][C@@H:46]2[CH2:48]O)=[N:43][CH:44]=1.CC(OC(/N=N/C(OC(C)C)=O)=O)C. The yield is 0.390. The product is [CH3:1][C:2]1[N:7]=[C:6]([O:8][CH2:48][C@H:46]2[CH2:47][C@@H:45]2[C:42]2[CH:41]=[CH:40][C:39]([CH3:38])=[CH:44][N:43]=2)[C:5]([CH:9]2[CH2:18][CH2:17][C:12]3([O:13][CH2:14][CH2:15][O:16]3)[CH2:11][CH2:10]2)=[CH:4][N:3]=1. The catalyst is C1COCC1. (5) The reactants are [C:1]([O:5][C:6]([C:8]1[C:13]([C:14](=[O:23])[NH:15][C:16]2([CH2:21]O)[CH2:20][CH2:19][CH2:18][CH2:17]2)=[N:12][C:11]([C:24]2[CH:29]=[CH:28][C:27]([Cl:30])=[CH:26][CH:25]=2)=[C:10]([C:31]2[CH:36]=[CH:35][C:34]([Cl:37])=[CH:33][CH:32]=2)[N:9]=1)=[O:7])([CH3:4])([CH3:3])[CH3:2].CCN(S(F)(F)F)CC.C([O-])([O-])=O.[K+].[K+]. The catalyst is ClCCl.C(OCC)(=O)C. The product is [C:1]([O:5][C:6]([C:8]1[C:13]([C:14]2[O:23][CH2:21][C:16]3([CH2:17][CH2:18][CH2:19][CH2:20]3)[N:15]=2)=[N:12][C:11]([C:24]2[CH:25]=[CH:26][C:27]([Cl:30])=[CH:28][CH:29]=2)=[C:10]([C:31]2[CH:36]=[CH:35][C:34]([Cl:37])=[CH:33][CH:32]=2)[N:9]=1)=[O:7])([CH3:4])([CH3:3])[CH3:2]. The yield is 0.650. (6) The catalyst is O.CN(C=O)C. The product is [S:2]1[C:17]2[CH:22]=[CH:21][N:20]=[CH:19][C:18]=2[CH:23]=[C:11]1[C:12](=[O:15])[CH2:13][CH3:14]. The reactants are O.[SH-:2].[Na+].C([O-])([O-])=O.[K+].[K+].Br[CH2:11][C:12](=[O:15])[CH2:13][CH3:14].Br[C:17]1[CH:22]=[CH:21][N:20]=[CH:19][C:18]=1[CH:23]=O. The yield is 0.800. (7) The reactants are [C@@H:1]1([NH:10][C:11]2[C:12]3[CH:19]=[CH:18][N:17]([C@H:20]4[C@@H:24]5[O:25]C(C)(C)[O:27][C@@H:23]5[C@H:22]([CH2:30][OH:31])[CH2:21]4)[C:13]=3[N:14]=[CH:15][N:16]=2)[C:9]2[C:4](=[CH:5][CH:6]=[CH:7][CH:8]=2)[CH2:3][CH2:2]1.N1C=CC=CC=1.Cl[S:39]([NH2:42])(=[O:41])=[O:40]. The catalyst is C(C#N)(C)=O.C(Cl)Cl. The product is [S:39](=[O:41])(=[O:40])([O:31][CH2:30][C@@H:22]1[CH2:21][C@@H:20]([N:17]2[C:13]3[N:14]=[CH:15][N:16]=[C:11]([NH:10][C@@H:1]4[C:9]5[C:4](=[CH:5][CH:6]=[CH:7][CH:8]=5)[CH2:3][CH2:2]4)[C:12]=3[CH:19]=[CH:18]2)[C@H:24]([OH:25])[C@@H:23]1[OH:27])[NH2:42]. The yield is 0.460. (8) The yield is 0.660. The product is [CH3:1][C:2]1[CH:7]=[CH:6][C:5]([C:8]2[N:9]([C:18]3[CH:23]=[CH:22][C:21]([S:24]([CH3:27])(=[O:26])=[O:25])=[CH:20][CH:19]=3)[CH:10]=[C:11]([C:13]([F:15])([F:16])[F:14])[N:12]=2)=[CH:4][N:3]=1. The reactants are [CH3:1][C:2]1[CH:7]=[CH:6][C:5]([C:8]2[N:9]([C:18]3[CH:23]=[CH:22][C:21]([S:24]([CH3:27])(=[O:26])=[O:25])=[CH:20][CH:19]=3)[CH2:10][C:11](O)([C:13]([F:16])([F:15])[F:14])[N:12]=2)=[CH:4][N:3]=1.O.C1(C)C=CC(S(O)(=O)=O)=CC=1. The catalyst is C1(C)C=CC=CC=1. (9) The reactants are [Cl:1][C:2]1[CH:11]=[C:10]([S:12]([NH:15][C:16]2[S:17][C:18]([Cl:21])=[CH:19][N:20]=2)(=[O:14])=[O:13])[CH:9]=[CH:8][C:3]=1[C:4]([O:6]C)=[O:5].[OH-].[Na+].Cl. The catalyst is O1CCOCC1.O. The product is [Cl:1][C:2]1[CH:11]=[C:10]([S:12]([NH:15][C:16]2[S:17][C:18]([Cl:21])=[CH:19][N:20]=2)(=[O:13])=[O:14])[CH:9]=[CH:8][C:3]=1[C:4]([OH:6])=[O:5]. The yield is 0.620.